From a dataset of Forward reaction prediction with 1.9M reactions from USPTO patents (1976-2016). Predict the product of the given reaction. (1) Given the reactants C(OC([NH:8][C:9]1[CH:18]=[C:17]2[C:12]([N:13]=[C:14]([C:30]3[CH:35]=[CH:34][CH:33]=[CH:32][CH:31]=3)[C:15]([CH2:19][CH2:20][CH2:21][CH2:22][C:23]([O:25][C:26](C)(C)C)=[O:24])=[N:16]2)=[CH:11][CH:10]=1)=O)(C)(C)C.C(O)(C(F)(F)F)=O.O=S(Cl)Cl, predict the reaction product. The product is: [NH2:8][C:9]1[CH:18]=[C:17]2[C:12]([N:13]=[C:14]([C:30]3[CH:31]=[CH:32][CH:33]=[CH:34][CH:35]=3)[C:15]([CH2:19][CH2:20][CH2:21][CH2:22][C:23]([O:25][CH3:26])=[O:24])=[N:16]2)=[CH:11][CH:10]=1. (2) Given the reactants C(O[C:6](=O)[N:7]([C@H:9]([C:11](=[O:47])[NH:12][C@@H:13]1[C:19](=[O:20])[N:18]([CH2:21][C:22]2[C:31]3[C:26](=[CH:27][C:28]([Br:32])=[CH:29][CH:30]=3)[CH:25]=[CH:24][C:23]=2[O:33][CH3:34])[C:17]2[CH:35]=[CH:36][CH:37]=[CH:38][C:16]=2[N:15]([C:39]([C:41]2[CH:46]=[CH:45][CH:44]=[CH:43][N:42]=2)=[O:40])[CH2:14]1)[CH3:10])C)(C)(C)C.[ClH:49], predict the reaction product. The product is: [ClH:49].[Br:32][C:28]1[CH:27]=[C:26]2[C:31](=[CH:30][CH:29]=1)[C:22]([CH2:21][N:18]1[C:19](=[O:20])[C@@H:13]([NH:12][C:11](=[O:47])[C@@H:9]([NH:7][CH3:6])[CH3:10])[CH2:14][N:15]([C:39]([C:41]3[CH:46]=[CH:45][CH:44]=[CH:43][N:42]=3)=[O:40])[C:16]3[CH:38]=[CH:37][CH:36]=[CH:35][C:17]1=3)=[C:23]([O:33][CH3:34])[CH:24]=[CH:25]2. (3) Given the reactants [Cl:1][C:2]1[N:7]=[C:6](Cl)[CH:5]=[C:4]([C:9]([O:11][CH3:12])=[O:10])[N:3]=1.[C:13](=O)([O-])[O-:14].[K+].[K+], predict the reaction product. The product is: [Cl:1][C:2]1[N:3]=[C:4]([C:9]([O:11][CH3:12])=[O:10])[CH:5]=[C:6]([O:14][CH3:13])[N:7]=1. (4) Given the reactants [F:1][C:2]1[CH:7]=[CH:6][C:5]([C:8]2[C:17]([N:18]([CH:20]([CH3:22])[CH3:21])[CH3:19])=[N:16][C:15]3[C:10](=[CH:11][C:12]([O:27]C)=[C:13]([C:23]([O:25][CH3:26])=[O:24])[CH:14]=3)[N:9]=2)=[CH:4][CH:3]=1.B(Br)(Br)Br, predict the reaction product. The product is: [F:1][C:2]1[CH:3]=[CH:4][C:5]([C:8]2[C:17]([N:18]([CH:20]([CH3:22])[CH3:21])[CH3:19])=[N:16][C:15]3[C:10](=[CH:11][C:12]([OH:27])=[C:13]([C:23]([O:25][CH3:26])=[O:24])[CH:14]=3)[N:9]=2)=[CH:6][CH:7]=1.